Dataset: Full USPTO retrosynthesis dataset with 1.9M reactions from patents (1976-2016). Task: Predict the reactants needed to synthesize the given product. (1) Given the product [CH2:25]([N:32]1[C:36](=[O:37])[C:35](=[C:14]2[CH:15]=[CH:16][C:17]3[C:22](=[CH:21][CH:20]=[CH:19][CH:18]=3)[N:13]2[CH3:12])[S:34][C:33]1=[N:38][C:39]1[CH:40]=[C:41]([CH:44]=[CH:45][C:46]=1[NH:47][CH2:48][CH3:49])[C:42]#[N:43])[C:26]1[CH:31]=[CH:30][CH:29]=[CH:28][CH:27]=1, predict the reactants needed to synthesize it. The reactants are: C1(C)C=CC(S([O-])(=O)=O)=CC=1.[CH3:12][N+:13]1[C:22]2[C:17](=[CH:18][CH:19]=[CH:20][CH:21]=2)[CH:16]=[CH:15][C:14]=1SC.[CH2:25]([N:32]1[C:36](=[O:37])[CH2:35][S:34][C:33]1=[N:38][C:39]1[CH:40]=[C:41]([CH:44]=[CH:45][C:46]=1[NH:47][CH2:48][CH3:49])[C:42]#[N:43])[C:26]1[CH:31]=[CH:30][CH:29]=[CH:28][CH:27]=1. (2) Given the product [ClH:21].[ClH:21].[C:1]1([NH:7][CH:8]2[CH2:13][CH2:12][NH:11][CH2:10][CH2:9]2)[CH:6]=[CH:5][CH:4]=[CH:3][CH:2]=1, predict the reactants needed to synthesize it. The reactants are: [C:1]1([NH:7][CH:8]2[CH2:13][CH2:12][N:11](C(OC(C)(C)C)=O)[CH2:10][CH2:9]2)[CH:6]=[CH:5][CH:4]=[CH:3][CH:2]=1.[ClH:21].CCO. (3) Given the product [Cl:1][C:2]1[CH:10]=[C:9]([N:11]2[CH2:15][CH2:14][CH2:13][CH2:12]2)[CH:8]=[CH:7][C:3]=1[C:4]([NH:11][C:9]1[CH:8]=[CH:7][CH:21]=[CH:20][C:19]=1[CH:18]=[O:22])=[O:6], predict the reactants needed to synthesize it. The reactants are: [Cl:1][C:2]1[CH:10]=[C:9]([N:11]2[CH2:15][CH2:14][CH2:13][CH2:12]2)[CH:8]=[CH:7][C:3]=1[C:4]([OH:6])=O.CN1[CH2:21][CH2:20][CH2:19][C:18]1=[O:22]. (4) Given the product [NH2:4][C:3]1[CH:5]=[CH:6][C:7]([N:12]2[CH:13]=[CH:14][CH:15]=[CH:16][C:11]2=[O:10])=[CH:8][C:2]=1[F:1], predict the reactants needed to synthesize it. The reactants are: [F:1][C:2]1[CH:8]=[C:7](I)[CH:6]=[CH:5][C:3]=1[NH2:4].[OH:10][C:11]1[CH:16]=[CH:15][CH:14]=[CH:13][N:12]=1. (5) The reactants are: [F-].C([N+](CCCC)(CCCC)CCCC)CCC.[Si]([O:36][CH2:37][C@H:38]1[CH2:42][CH2:41][S:40](=[O:44])(=[O:43])[N:39]1[CH2:45][CH2:46][CH2:47][C:48]1[S:52][C:51]([C:53]([O:55][CH3:56])=[O:54])=[CH:50][CH:49]=1)(C(C)(C)C)(C1C=CC=CC=1)C1C=CC=CC=1. Given the product [OH:36][CH2:37][C@H:38]1[CH2:42][CH2:41][S:40](=[O:43])(=[O:44])[N:39]1[CH2:45][CH2:46][CH2:47][C:48]1[S:52][C:51]([C:53]([O:55][CH3:56])=[O:54])=[CH:50][CH:49]=1, predict the reactants needed to synthesize it.